Dataset: Forward reaction prediction with 1.9M reactions from USPTO patents (1976-2016). Task: Predict the product of the given reaction. The product is: [ClH:33].[F:31][C:29]([F:30])([F:32])[C:20]1[CH:21]=[C:22]([C:25]([F:26])([F:27])[F:28])[CH:23]=[CH:24][C:19]=1[CH2:18][O:17][C:13]1[CH:12]=[C:11]2[C:16](=[CH:15][CH:14]=1)[NH:8][CH2:9][CH2:10]2. Given the reactants C(OC([N:8]1[C:16]2[C:11](=[CH:12][C:13]([O:17][CH2:18][C:19]3[CH:24]=[CH:23][C:22]([C:25]([F:28])([F:27])[F:26])=[CH:21][C:20]=3[C:29]([F:32])([F:31])[F:30])=[CH:14][CH:15]=2)[CH2:10][CH2:9]1)=O)(C)(C)C.[ClH:33].O1CCOCC1, predict the reaction product.